Dataset: HIV replication inhibition screening data with 41,000+ compounds from the AIDS Antiviral Screen. Task: Binary Classification. Given a drug SMILES string, predict its activity (active/inactive) in a high-throughput screening assay against a specified biological target. The compound is O=[N+]([O-])C(C(Cl)=C(Cl)Cl)=C(Sc1ccccc1)N1CCCCC1. The result is 0 (inactive).